From a dataset of NCI-60 drug combinations with 297,098 pairs across 59 cell lines. Regression. Given two drug SMILES strings and cell line genomic features, predict the synergy score measuring deviation from expected non-interaction effect. (1) Drug 1: CC(C)(C#N)C1=CC(=CC(=C1)CN2C=NC=N2)C(C)(C)C#N. Drug 2: C(CN)CNCCSP(=O)(O)O. Cell line: A549. Synergy scores: CSS=2.88, Synergy_ZIP=-1.57, Synergy_Bliss=1.12, Synergy_Loewe=3.01, Synergy_HSA=1.85. (2) Drug 1: CCCCCOC(=O)NC1=NC(=O)N(C=C1F)C2C(C(C(O2)C)O)O. Drug 2: CCN(CC)CCCC(C)NC1=C2C=C(C=CC2=NC3=C1C=CC(=C3)Cl)OC. Cell line: OVCAR-4. Synergy scores: CSS=10.0, Synergy_ZIP=-3.47, Synergy_Bliss=0.189, Synergy_Loewe=-10.7, Synergy_HSA=-2.39. (3) Cell line: UO-31. Drug 1: CC1=C2C(C(=O)C3(C(CC4C(C3C(C(C2(C)C)(CC1OC(=O)C(C(C5=CC=CC=C5)NC(=O)OC(C)(C)C)O)O)OC(=O)C6=CC=CC=C6)(CO4)OC(=O)C)OC)C)OC. Synergy scores: CSS=41.7, Synergy_ZIP=4.90, Synergy_Bliss=4.98, Synergy_Loewe=-34.4, Synergy_HSA=5.31. Drug 2: CC1=C(C=C(C=C1)C(=O)NC2=CC(=CC(=C2)C(F)(F)F)N3C=C(N=C3)C)NC4=NC=CC(=N4)C5=CN=CC=C5. (4) Drug 1: CCCS(=O)(=O)NC1=C(C(=C(C=C1)F)C(=O)C2=CNC3=C2C=C(C=N3)C4=CC=C(C=C4)Cl)F. Drug 2: C1CN(P(=O)(OC1)NCCCl)CCCl. Cell line: MALME-3M. Synergy scores: CSS=41.4, Synergy_ZIP=1.20, Synergy_Bliss=-2.05, Synergy_Loewe=-41.1, Synergy_HSA=-1.66. (5) Drug 1: CC1=C(C=C(C=C1)C(=O)NC2=CC(=CC(=C2)C(F)(F)F)N3C=C(N=C3)C)NC4=NC=CC(=N4)C5=CN=CC=C5. Drug 2: C1CNP(=O)(OC1)N(CCCl)CCCl. Cell line: CCRF-CEM. Synergy scores: CSS=9.72, Synergy_ZIP=-2.65, Synergy_Bliss=1.51, Synergy_Loewe=8.64, Synergy_HSA=1.66. (6) Drug 1: CC1C(C(CC(O1)OC2CC(CC3=C2C(=C4C(=C3O)C(=O)C5=C(C4=O)C(=CC=C5)OC)O)(C(=O)C)O)N)O.Cl. Drug 2: CC(C)(C#N)C1=CC(=CC(=C1)CN2C=NC=N2)C(C)(C)C#N. Cell line: DU-145. Synergy scores: CSS=14.0, Synergy_ZIP=-2.59, Synergy_Bliss=2.59, Synergy_Loewe=-1.12, Synergy_HSA=2.17. (7) Drug 1: C1CC(=O)NC(=O)C1N2CC3=C(C2=O)C=CC=C3N. Drug 2: CCC1(CC2CC(C3=C(CCN(C2)C1)C4=CC=CC=C4N3)(C5=C(C=C6C(=C5)C78CCN9C7C(C=CC9)(C(C(C8N6C=O)(C(=O)OC)O)OC(=O)C)CC)OC)C(=O)OC)O.OS(=O)(=O)O. Cell line: 786-0. Synergy scores: CSS=1.91, Synergy_ZIP=0.375, Synergy_Bliss=1.94, Synergy_Loewe=-0.650, Synergy_HSA=-0.480. (8) Drug 1: CCC1(C2=C(COC1=O)C(=O)N3CC4=CC5=C(C=CC(=C5CN(C)C)O)N=C4C3=C2)O.Cl. Drug 2: N.N.Cl[Pt+2]Cl. Cell line: BT-549. Synergy scores: CSS=29.4, Synergy_ZIP=-3.02, Synergy_Bliss=-2.21, Synergy_Loewe=0.0229, Synergy_HSA=1.67. (9) Drug 1: C1CCC(C1)C(CC#N)N2C=C(C=N2)C3=C4C=CNC4=NC=N3. Drug 2: CC(C)(C#N)C1=CC(=CC(=C1)CN2C=NC=N2)C(C)(C)C#N. Cell line: NCI-H460. Synergy scores: CSS=-9.52, Synergy_ZIP=-0.521, Synergy_Bliss=-10.3, Synergy_Loewe=-10.9, Synergy_HSA=-10.7.